From a dataset of Forward reaction prediction with 1.9M reactions from USPTO patents (1976-2016). Predict the product of the given reaction. (1) Given the reactants [Br:1][C:2]1[CH:10]=[C:9]2[C:5]([C:6]([CH3:13])([CH3:12])[C:7](=[O:11])[NH:8]2)=[CH:4][CH:3]=1.Br[CH:15]([CH3:17])[CH3:16].C(=O)([O-])[O-].[Cs+].[Cs+].Cl, predict the reaction product. The product is: [Br:1][C:2]1[CH:10]=[C:9]2[C:5]([C:6]([CH3:13])([CH3:12])[C:7](=[O:11])[N:8]2[CH:15]([CH3:17])[CH3:16])=[CH:4][CH:3]=1. (2) Given the reactants [Br:1][C:2]1[C:8]([C:9]([F:12])([F:11])[F:10])=[CH:7][C:5]([NH2:6])=[CH:4][C:3]=1[C:13]([F:16])([F:15])[F:14].Br[CH2:18][C:19]([O:21][C:22]([CH3:25])([CH3:24])[CH3:23])=[O:20].C(=O)([O-])[O-].[K+].[K+].O, predict the reaction product. The product is: [Br:1][C:2]1[C:8]([C:9]([F:11])([F:10])[F:12])=[CH:7][C:5]([NH:6][CH2:18][C:19]([O:21][C:22]([CH3:25])([CH3:24])[CH3:23])=[O:20])=[CH:4][C:3]=1[C:13]([F:14])([F:15])[F:16]. (3) Given the reactants Cl.[NH2:2][C:3]1[C:4]2[C:5]3[C:6](=[N:18][N:19]([CH2:21][C:22]4[C:27]([Cl:28])=[C:26]([O:29][CH3:30])[C:25]([CH3:31])=[CH:24][N:23]=4)[N:20]=2)[CH:7]=[C:8]([CH2:13][C:14]([NH:16][CH3:17])=[O:15])[C:9]=3[CH2:10][S:11][N:12]=1, predict the reaction product. The product is: [ClH:28].[NH2:2][C:3]1[C:4]2[C:5]3[C:6](=[N:18][N:19]([CH2:21][C:22]4[C:27]([Cl:28])=[C:26]([O:29][CH3:30])[C:25]([CH3:31])=[CH:24][N:23]=4)[N:20]=2)[CH:7]=[C:8]([CH2:13][C:14]([NH:16][CH3:17])=[O:15])[C:9]=3[CH2:10][S:11][N:12]=1.